This data is from Reaction yield outcomes from USPTO patents with 853,638 reactions. The task is: Predict the reaction yield, written as a fraction of the theoretical maximum amount of product (1.0 means a 100% yield; for example, 0.34 means a 34% yield). (1) The reactants are Cl[C:2]1[N:11]=[C:10]([C:12]2[CH:17]=[CH:16][CH:15]=[C:14]([Cl:18])[CH:13]=2)[C:9]2[C:4](=[CH:5][CH:6]=[C:7]([C:19]([C:27]3[CH:32]=[CH:31][C:30]([F:33])=[CH:29][CH:28]=3)([C:21]3[N:25]([CH3:26])[CH:24]=[N:23][CH:22]=3)[OH:20])[CH:8]=2)[N:3]=1.[N-:34]=[N+:35]=[N-:36].[Na+]. The product is [Cl:18][C:14]1[CH:13]=[C:12]([C:10]2[C:9]3[C:4](=[CH:5][CH:6]=[C:7]([C:19]([C:27]4[CH:28]=[CH:29][C:30]([F:33])=[CH:31][CH:32]=4)([C:21]4[N:25]([CH3:26])[CH:24]=[N:23][CH:22]=4)[OH:20])[CH:8]=3)[N:3]3[N:34]=[N:35][N:36]=[C:2]3[N:11]=2)[CH:17]=[CH:16][CH:15]=1. The catalyst is CN(C=O)C. The yield is 0.580. (2) The reactants are [Cl:1][C:2]1[CH:3]=[C:4]([NH:8][C:9]2[N:14]=[C:13]([NH:15][CH2:16][C@@H:17]3[CH2:21][CH2:20][N:19]([C:22](OC(C)(C)C)=O)[CH2:18]3)[CH:12]=[CH:11][N:10]=2)[CH:5]=[CH:6][CH:7]=1.[H-].[Al+3].[Li+].[H-].[H-].[H-]. The catalyst is C1COCC1. The product is [Cl:1][C:2]1[CH:3]=[C:4]([NH:8][C:9]2[N:14]=[C:13]([NH:15][CH2:16][C@@H:17]3[CH2:21][CH2:20][N:19]([CH3:22])[CH2:18]3)[CH:12]=[CH:11][N:10]=2)[CH:5]=[CH:6][CH:7]=1. The yield is 0.680. (3) The reactants are Cl[C:2]1[N:7]=[C:6]([C:8]2[CH:13]=[CH:12][C:11]([N+:14]([O-:16])=[O:15])=[CH:10][CH:9]=2)[N:5]=[C:4]([N:17]2[CH:22]3[CH2:23][CH2:24][CH:18]2[CH2:19][O:20][CH2:21]3)[N:3]=1.C([Sn](CCCC)(CCCC)[C:30]1[CH2:31][CH2:32][O:33][CH2:34][CH:35]=1)CCC. The catalyst is C1C=CC([P]([Pd]([P](C2C=CC=CC=2)(C2C=CC=CC=2)C2C=CC=CC=2)([P](C2C=CC=CC=2)(C2C=CC=CC=2)C2C=CC=CC=2)[P](C2C=CC=CC=2)(C2C=CC=CC=2)C2C=CC=CC=2)(C2C=CC=CC=2)C2C=CC=CC=2)=CC=1.C1(C)C=CC=CC=1. The product is [O:33]1[CH2:32][CH:31]=[C:30]([C:2]2[N:7]=[C:6]([C:8]3[CH:13]=[CH:12][C:11]([N+:14]([O-:16])=[O:15])=[CH:10][CH:9]=3)[N:5]=[C:4]([N:17]3[CH:22]4[CH2:23][CH2:24][CH:18]3[CH2:19][O:20][CH2:21]4)[N:3]=2)[CH2:35][CH2:34]1. The yield is 0.860. (4) The reactants are O[C:2]1[C:11]([O:12][CH3:13])=[CH:10][CH:9]=[C:8]2[C:3]=1[CH:4]=[CH:5][CH:6]=[CH:7]2.C(=O)([O-])[O-:15].[Cs+].[Cs+].Br[CH:21]([CH3:23])[CH3:22]. The catalyst is CN(C)C=O. The product is [CH:21]([O:15][C:7]1[C:8]2[C:3](=[CH:2][C:11]([O:12][CH3:13])=[CH:10][CH:9]=2)[CH:4]=[CH:5][CH:6]=1)([CH3:23])[CH3:22]. The yield is 0.860.